Dataset: CYP3A4 inhibition data for predicting drug metabolism from PubChem BioAssay. Task: Regression/Classification. Given a drug SMILES string, predict its absorption, distribution, metabolism, or excretion properties. Task type varies by dataset: regression for continuous measurements (e.g., permeability, clearance, half-life) or binary classification for categorical outcomes (e.g., BBB penetration, CYP inhibition). Dataset: cyp3a4_veith. (1) The drug is N[C@@H](CNO)C(=O)O. The result is 0 (non-inhibitor). (2) The drug is CN1CCN(NC(=O)c2cccc(F)c2)CC1. The result is 0 (non-inhibitor). (3) The drug is O=C(O)c1ccc(C(=O)c2ccccc2C(=O)O)cc1C(=O)O. The result is 0 (non-inhibitor). (4) The compound is COc1ccc(O[C@H]2C=C[C@@H](c3ccccc3)O[C@H]2COC(=O)CC/C(C)=N/OCC[C@@H]2C=C[C@H](OC(C)=O)[C@H](COC(C)=O)O2)cc1. The result is 1 (inhibitor). (5) The compound is O=C(COc1ccccc1)Nc1ccc(-c2nnc(-c3ccco3)o2)cc1. The result is 0 (non-inhibitor). (6) The molecule is c1ccc(CNc2ncncc2-c2ccoc2)cc1. The result is 1 (inhibitor). (7) The drug is COc1ccc(C(=O)NCC(=O)OCc2cccc(Br)c2)cc1. The result is 1 (inhibitor).